Dataset: Full USPTO retrosynthesis dataset with 1.9M reactions from patents (1976-2016). Task: Predict the reactants needed to synthesize the given product. (1) Given the product [CH2:62]([O:61]/[CH:60]=[CH:59]\[C:2]1[CH:7]=[CH:6][N:5]2[C:8]([C:11]([NH:13][C:14]3[CH:22]=[CH:21][CH:20]=[C:19]4[C:15]=3[C:16]([CH3:31])=[N:17][N:18]4[CH2:23][C:24]3[CH:29]=[CH:28][CH:27]=[C:26]([CH3:30])[N:25]=3)=[O:12])=[CH:9][N:10]=[C:4]2[CH:3]=1)[CH3:63], predict the reactants needed to synthesize it. The reactants are: Br[C:2]1[CH:7]=[CH:6][N:5]2[C:8]([C:11]([NH:13][C:14]3[CH:22]=[CH:21][CH:20]=[C:19]4[C:15]=3[C:16]([CH3:31])=[N:17][N:18]4[CH2:23][C:24]3[CH:29]=[CH:28][CH:27]=[C:26]([CH3:30])[N:25]=3)=[O:12])=[CH:9][N:10]=[C:4]2[CH:3]=1.CC1C(P(C2C(C)=CC=CC=2)C2C(C)=CC=CC=2)=CC=CC=1.C([Sn](CCCC)(CCCC)/[CH:59]=[CH:60]\[O:61][CH2:62][CH3:63])CCC.C(N(CC)CC)C. (2) Given the product [CH3:14][O:15][C:16](=[O:30])[CH2:17][N:18]1[C:27]2[C:22](=[CH:23][CH:24]=[CH:25][CH:26]=2)[CH2:21][C@@H:20]([NH:28][C:11]([C:9]2[NH:8][C:5]3=[CH:6][N:7]=[C:2]([Cl:1])[CH:3]=[C:4]3[CH:10]=2)=[O:13])[C:19]1=[O:29], predict the reactants needed to synthesize it. The reactants are: [Cl:1][C:2]1[CH:3]=[C:4]2[CH:10]=[C:9]([C:11]([OH:13])=O)[NH:8][C:5]2=[CH:6][N:7]=1.[CH3:14][O:15][C:16](=[O:30])[CH2:17][N:18]1[C:27]2[C:22](=[CH:23][CH:24]=[CH:25][CH:26]=2)[CH2:21][C@@H:20]([NH2:28])[C:19]1=[O:29].C1C=CC2N(O)N=NC=2C=1.CCN(C(C)C)C(C)C.CCN=C=NCCCN(C)C. (3) Given the product [ClH:1].[F:19][C:15]1([F:18])[CH2:14][CH2:13][CH:12]([NH:11][C:9](=[O:10])[C:8]2[CH:20]=[CH:21][CH:22]=[C:6]([C@@H:4]3[CH2:5][C@H:3]3[NH:2][CH:3]3[CH2:5][CH2:23][O:26][CH2:6][CH2:4]3)[CH:7]=2)[CH2:17][CH2:16]1, predict the reactants needed to synthesize it. The reactants are: [ClH:1].[NH2:2][C@@H:3]1[CH2:5][C@H:4]1[C:6]1[CH:7]=[C:8]([CH:20]=[CH:21][CH:22]=1)[C:9]([NH:11][CH:12]1[CH2:17][CH2:16][C:15]([F:19])([F:18])[CH2:14][CH2:13]1)=[O:10].[C:23](=[O:26])([O-])O.[Na+]. (4) The reactants are: [N:1]([O-:3])=O.[Na+].[CH:5]1[C:14]2[C:9](=[CH:10][CH:11]=[CH:12][CH:13]=2)C=C[C:6]=1[CH:15]([C:22]([CH:24]([C:35]1[CH:40]=[CH:39][N:38]=[CH:37][CH:36]=1)C1C=CC2C(=CC=CC=2)C=1)=[O:23])[C:16]1C=CN=CC=1.O. Given the product [OH:3][N:1]=[C:24]([C:35]1[CH:40]=[CH:39][N:38]=[CH:37][CH:36]=1)[C:22]([C:15]1[CH:6]=[CH:5][C:14]2[C:9](=[CH:10][CH:11]=[CH:12][CH:13]=2)[CH:16]=1)=[O:23], predict the reactants needed to synthesize it. (5) Given the product [CH2:1]([C:5]1[CH:6]=[CH:7][C:8]([C:11]#[C:12][C:13]2[CH:14]=[CH:15][C:16]([S:19]([N:22]([CH2:29][C:30]3[CH:31]=[CH:32][C:33]([F:40])=[C:34]([CH:39]=3)[C:35]([OH:37])=[O:36])[CH2:23][CH2:24][CH2:25][CH2:26][CH2:27][CH3:28])(=[O:20])=[O:21])=[CH:17][CH:18]=2)=[CH:9][CH:10]=1)[CH2:2][CH2:3][CH3:4], predict the reactants needed to synthesize it. The reactants are: [CH2:1]([C:5]1[CH:10]=[CH:9][C:8]([C:11]#[C:12][C:13]2[CH:18]=[CH:17][C:16]([S:19]([N:22]([CH2:29][C:30]3[CH:31]=[CH:32][C:33]([F:40])=[C:34]([CH:39]=3)[C:35]([O:37]C)=[O:36])[CH2:23][CH2:24][CH2:25][CH2:26][CH2:27][CH3:28])(=[O:21])=[O:20])=[CH:15][CH:14]=2)=[CH:7][CH:6]=1)[CH2:2][CH2:3][CH3:4].O.[OH-].[Li+].O.Cl. (6) Given the product [C:1]([N:8]([CH3:16])[CH:9]1[CH2:10][CH2:11][CH:12]([NH:15][CH2:17][C:19]2[CH:20]=[C:21]([B:27]([OH:29])[OH:28])[CH:22]=[CH:23][C:24]=2[O:25][CH3:26])[CH2:13][CH2:14]1)([O:3][C:4]([CH3:7])([CH3:6])[CH3:5])=[O:2], predict the reactants needed to synthesize it. The reactants are: [C:1]([N:8]([CH3:16])[C@H:9]1[CH2:14][CH2:13][C@H:12]([NH2:15])[CH2:11][CH2:10]1)([O:3][C:4]([CH3:7])([CH3:6])[CH3:5])=[O:2].[CH:17]([C:19]1[CH:20]=[C:21]([B:27]([OH:29])[OH:28])[CH:22]=[CH:23][C:24]=1[O:25][CH3:26])=O.CC(O)=O.C(O[BH-](OC(=O)C)OC(=O)C)(=O)C.[Na+]. (7) Given the product [CH3:1][O:2][C:3](=[O:36])[NH:4][CH:5]([C:9]([N:11]1[CH:15]([C:16]2[NH:20][C:19]([C:21]3[CH:26]=[CH:25][C:24]([C:60]4[CH:61]=[CH:62][C:57]([C:55]5[NH:56][C:52]([CH:48]6[CH2:49][CH2:50][CH2:51][N:47]6[C:45](=[O:46])[CH:41]([NH:40][C:39]([O:38][CH3:37])=[O:72])[CH:42]([CH3:44])[CH3:43])=[N:53][CH:54]=5)=[CH:58][CH:59]=4)=[CH:23][CH:22]=3)=[CH:18][N:17]=2)[CH2:14][N:13]([C:28](=[O:35])[C:29]2[CH:34]=[CH:33][CH:32]=[CH:31][CH:30]=2)[CH2:12]1)=[O:10])[CH:6]([CH3:8])[CH3:7], predict the reactants needed to synthesize it. The reactants are: [CH3:1][O:2][C:3](=[O:36])[NH:4][CH:5]([C:9]([N:11]1[CH:15]([C:16]2[NH:17][CH:18]=[C:19]([C:21]3[CH:26]=[CH:25][C:24](Br)=[CH:23][CH:22]=3)[N:20]=2)[CH2:14][N:13]([C:28](=[O:35])[C:29]2[CH:34]=[CH:33][CH:32]=[CH:31][CH:30]=2)[CH2:12]1)=[O:10])[CH:6]([CH3:8])[CH3:7].[CH3:37][O:38][C:39](=[O:72])[NH:40][CH:41]([C:45]([N:47]1[CH2:51][CH2:50][CH2:49][CH:48]1[C:52]1[NH:53][CH:54]=[C:55]([C:57]2[CH:62]=[CH:61][C:60](B3OC(C)(C)C(C)(C)O3)=[CH:59][CH:58]=2)[N:56]=1)=[O:46])[CH:42]([CH3:44])[CH3:43].C(=O)([O-])[O-].[K+].[K+].COCCOC. (8) Given the product [CH2:32]([C@H:12]1[CH2:13][C@H:8]([C:4]2[CH:5]=[CH:6][CH:7]=[C:2]([Cl:1])[CH:3]=2)[C@@H:9]([C:23]2[CH:24]=[CH:25][C:26]([Cl:29])=[CH:27][CH:28]=2)[N:10]([C@@H:15]([CH2:21][CH3:22])[C:16]([O:18][CH2:19][CH3:20])=[O:17])[C:11]1=[O:14])[CH:31]=[CH2:30], predict the reactants needed to synthesize it. The reactants are: [Cl:1][C:2]1[CH:3]=[C:4]([C@H:8]2[CH2:13][CH2:12][C:11](=[O:14])[N:10]([C@@H:15]([CH2:21][CH3:22])[C:16]([O:18][CH2:19][CH3:20])=[O:17])[C@@H:9]2[C:23]2[CH:28]=[CH:27][C:26]([Cl:29])=[CH:25][CH:24]=2)[CH:5]=[CH:6][CH:7]=1.[CH2:30](Br)[CH:31]=[CH2:32].C[Si]([N-][Si](C)(C)C)(C)C.[Li+]. (9) The reactants are: [C:1]([O:5][C:6]([N:8]1[CH2:13][CH2:12][N:11]([C:14]2[C:19]([CH3:20])=[CH:18][C:17](Br)=[CH:16][N:15]=2)[CH2:10][CH2:9]1)=[O:7])([CH3:4])([CH3:3])[CH3:2].P([O-])([O-])([O-])=O.[K+].[K+].[K+].[CH:30](B1OC(C)(C)C(C)(C)O1)=[CH2:31].C1(C)C=CC=CC=1. Given the product [C:1]([O:5][C:6]([N:8]1[CH2:13][CH2:12][N:11]([C:14]2[C:19]([CH3:20])=[CH:18][C:17]([CH:30]=[CH2:31])=[CH:16][N:15]=2)[CH2:10][CH2:9]1)=[O:7])([CH3:4])([CH3:3])[CH3:2], predict the reactants needed to synthesize it.